This data is from Peptide-MHC class I binding affinity with 185,985 pairs from IEDB/IMGT. The task is: Regression. Given a peptide amino acid sequence and an MHC pseudo amino acid sequence, predict their binding affinity value. This is MHC class I binding data. (1) The peptide sequence is AYMDRKSFK. The MHC is HLA-B58:01 with pseudo-sequence HLA-B58:01. The binding affinity (normalized) is 0.0847. (2) The peptide sequence is ETDLNQWMV. The MHC is HLA-A02:19 with pseudo-sequence HLA-A02:19. The binding affinity (normalized) is 0.515. (3) The peptide sequence is FAEESYTYYY. The binding affinity (normalized) is 0. The MHC is HLA-A31:01 with pseudo-sequence HLA-A31:01. (4) The peptide sequence is IVMTPSPFYT. The MHC is HLA-A02:01 with pseudo-sequence HLA-A02:01. The binding affinity (normalized) is 0.189. (5) The peptide sequence is KPPRGVLLY. The MHC is HLA-B18:01 with pseudo-sequence HLA-B18:01. The binding affinity (normalized) is 0.0847. (6) The MHC is HLA-A33:01 with pseudo-sequence HLA-A33:01. The binding affinity (normalized) is 0.226. The peptide sequence is RNTANQKPK. (7) The peptide sequence is AIIRILQQL. The MHC is HLA-A03:01 with pseudo-sequence HLA-A03:01. The binding affinity (normalized) is 0. (8) The binding affinity (normalized) is 0.0847. The peptide sequence is YQNEVTPEY. The MHC is HLA-B08:03 with pseudo-sequence HLA-B08:03. (9) The peptide sequence is GDMTPAERLI. The MHC is H-2-Kk with pseudo-sequence H-2-Kk. The binding affinity (normalized) is 0.416.